From a dataset of Reaction yield outcomes from USPTO patents with 853,638 reactions. Predict the reaction yield, written as a fraction of the theoretical maximum amount of product (1.0 means a 100% yield; for example, 0.34 means a 34% yield). (1) The reactants are [CH2:1]([NH:8][C:9]([C:11]1[S:12][CH:13]=[CH:14][C:15]=1[NH:16][C:17]1[C:18]2[CH:25]=[CH:24][NH:23][C:19]=2[N:20]=[CH:21][N:22]=1)=[O:10])[C:2]1[CH:7]=[CH:6]C=CC=1.NC1CCC[N:29]([C:33]([O:35][C:36]([CH3:39])([CH3:38])[CH3:37])=[O:34])[CH2:28]1. No catalyst specified. The product is [C:36]([O:35][C:33]([N:29]1[CH2:6][CH2:7][CH2:2][CH:1]([NH:8][C:9]([C:11]2[S:12][CH:13]=[CH:14][C:15]=2[NH:16][C:17]2[C:18]3[CH:25]=[CH:24][NH:23][C:19]=3[N:20]=[CH:21][N:22]=2)=[O:10])[CH2:28]1)=[O:34])([CH3:39])([CH3:38])[CH3:37]. The yield is 0.140. (2) The reactants are [C:1]1([CH2:7][C:8]([N:10]2[CH2:15][CH2:14][CH2:13][CH2:12][CH2:11]2)=[O:9])[CH:6]=[CH:5][CH:4]=[CH:3][CH:2]=1.[CH2:16]([Li])[CH2:17][CH2:18][CH3:19].BrCCCC.Cl. The catalyst is C1COCC1.C(OCC)C. The product is [C:1]1([CH:7]([CH2:16][CH2:17][CH2:18][CH3:19])[C:8]([N:10]2[CH2:15][CH2:14][CH2:13][CH2:12][CH2:11]2)=[O:9])[CH:2]=[CH:3][CH:4]=[CH:5][CH:6]=1. The yield is 0.540.